This data is from Catalyst prediction with 721,799 reactions and 888 catalyst types from USPTO. The task is: Predict which catalyst facilitates the given reaction. (1) Reactant: CC1(C)O[O:3]1.[CH3:6][C@H:7]1[C@H:28]2[O:29][C@@H:30]3[C@@:65]([CH3:68])([CH2:66][CH2:67][C@@H:27]2[O:26][C@@H:10]2[CH2:11][C@:12]4([CH3:25])[O:18][C@@H:17]5[C:19]([CH3:24])=[CH:20][C:21]([O:23][C@H:16]5[CH2:15][C@H:13]4[O:14][C@H:9]2[CH2:8]1)=[O:22])[O:64][C@@:33]1([CH3:69])[CH2:34][C@H:35]2[O:43][C@H:42]4[CH2:44][C@H:45]5[O:51][C@@:50]6([CH3:62])[C@@H:52]([OH:61])[CH2:53][C@@H:54]([CH2:56][C:57]([CH:59]=[O:60])=[CH2:58])[O:55][C@@H:49]6[CH2:48][C@@H:46]5[O:47][C@@H:41]4[CH:40]=[CH:39][CH2:38][C@:36]2([CH3:63])[O:37][C@@H:32]1[CH2:31]3. Product: [CH3:6][C@H:7]1[CH:28]2[O:29][CH:30]3[C@@:65]([CH3:68])([CH2:66][CH2:67][CH:27]2[O:26][CH:10]2[CH2:11][C@:12]4([CH3:25])[O:18][CH:17]5[C:19]([CH3:24])=[CH:20][C:21]([O:23][CH:16]5[CH2:15][CH:13]4[O:14][CH:9]2[CH2:8]1)=[O:22])[O:64][C@@:33]1([CH3:69])[CH2:34][CH:35]2[O:43][CH:42]4[CH2:44][CH:45]5[O:51][C@@:50]6([CH3:62])[CH:52]([OH:61])[CH2:53][CH:54]([CH2:56][C:57]([CH:59]=[O:60])=[CH2:58])[O:55][CH:49]6[CH2:48][CH:46]5[O:47][CH:41]4[CH:40]4[O:3][CH:39]4[CH2:38][C@@:36]2([CH3:63])[O:37][CH:32]1[CH2:31]3. The catalyst class is: 21. (2) Reactant: [F:1][C@H:2]1[C@@H:7]([CH2:8][O:9][C:10]2[CH:15]=[CH:14][C:13]([S:16](=[O:33])(=[O:32])[N:17]([CH2:28][CH:29]([CH3:31])[CH3:30])[C:18]3[C:23]([CH3:24])=[CH:22][C:21]([CH:25]([CH3:27])[CH3:26])=[CH:20][N:19]=3)=[CH:12][CH:11]=2)[CH2:6][CH2:5][N:4](C(OC(C)(C)C)=O)[CH2:3]1.ClCCl. Product: [F:1][C@H:2]1[C@@H:7]([CH2:8][O:9][C:10]2[CH:11]=[CH:12][C:13]([S:16]([N:17]([CH2:28][CH:29]([CH3:31])[CH3:30])[C:18]3[C:23]([CH3:24])=[CH:22][C:21]([CH:25]([CH3:26])[CH3:27])=[CH:20][N:19]=3)(=[O:32])=[O:33])=[CH:14][CH:15]=2)[CH2:6][CH2:5][NH:4][CH2:3]1. The catalyst class is: 55. (3) Reactant: [C:1]1([C:7]2[O:8][CH:9]=[C:10]([CH2:12][OH:13])[N:11]=2)[CH:6]=[CH:5][CH:4]=[CH:3][CH:2]=1.[O:14]1[CH2:18]CC[CH2:15]1.[H-].[Na+].COCCl. Product: [CH3:15][O:14][CH2:18][O:13][CH2:12][C:10]1[N:11]=[C:7]([C:1]2[CH:2]=[CH:3][CH:4]=[CH:5][CH:6]=2)[O:8][CH:9]=1. The catalyst class is: 6. (4) Reactant: [F:1][C:2]1[CH:10]=[C:9]([Br:11])[CH:8]=[CH:7][C:3]=1[C:4]([OH:6])=O.[C:12]([O:16][C:17](=[O:20])[NH:18][NH2:19])([CH3:15])([CH3:14])[CH3:13].ON1C2N=CC=CC=2N=N1.C(Cl)CCl. Product: [Br:11][C:9]1[CH:8]=[CH:7][C:3]([C:4]([NH:19][NH:18][C:17]([O:16][C:12]([CH3:15])([CH3:14])[CH3:13])=[O:20])=[O:6])=[C:2]([F:1])[CH:10]=1. The catalyst class is: 18. (5) Reactant: [F:1][C:2]1[CH:3]=[C:4]([CH2:8][C:9]([C:11]2[CH:12]=[N:13][CH:14]=[CH:15][CH:16]=2)=O)[CH:5]=[CH:6][CH:7]=1.Cl.O([NH2:20])C. Product: [F:1][C:2]1[CH:3]=[C:4]([CH2:8][CH:9]([NH2:20])[C:11]2[CH:12]=[N:13][CH:14]=[CH:15][CH:16]=2)[CH:5]=[CH:6][CH:7]=1. The catalyst class is: 285. (6) Reactant: [O:1]=[C:2]1[N:6]2[C:7](=[O:19])[NH:8][C:9]3[CH:10]=[C:11]4[CH:18]=[CH:17][CH:16]=[CH:15][C:12]4=[CH:13][C:14]=3[C:5]2=[N:4][N:3]1[C:20]([O:22][C:23]([CH3:26])([CH3:25])[CH3:24])=[O:21].C(=O)([O-])[O-].[Cs+].[Cs+].[C:33]([O:37][C:38](=[O:44])[NH:39][CH2:40][CH2:41][CH2:42]Br)([CH3:36])([CH3:35])[CH3:34]. Product: [C:33]([O:37][C:38]([NH:39][CH2:40][CH2:41][CH2:42][N:8]1[C:9]2[CH:10]=[C:11]3[CH:18]=[CH:17][CH:16]=[CH:15][C:12]3=[CH:13][C:14]=2[C:5]2=[N:4][N:3]([C:20]([O:22][C:23]([CH3:26])([CH3:25])[CH3:24])=[O:21])[C:2](=[O:1])[N:6]2[C:7]1=[O:19])=[O:44])([CH3:36])([CH3:35])[CH3:34]. The catalyst class is: 3. (7) Reactant: [C:1](Cl)(=[O:5])[C:2](Cl)=[O:3].CS(C)=O.[Br:11][C:12]1[CH:17]=[CH:16][CH:15]=[C:14]([N:18]2[CH2:22][CH2:21][CH:20](O)[CH2:19]2)[N:13]=1.C(N(CC)CC)C. Product: [Br:11][C:12]1[CH:17]=[CH:16][CH:15]=[C:14]([N:18]2[CH2:22][CH2:21][C:20]3([O:5][CH2:1][CH2:2][O:3]3)[CH2:19]2)[N:13]=1. The catalyst class is: 4.